Dataset: Forward reaction prediction with 1.9M reactions from USPTO patents (1976-2016). Task: Predict the product of the given reaction. (1) Given the reactants [CH:1]1([CH:7]([NH:22][C:23]2[CH:28]=[CH:27][C:26]([C:29]([NH:31][CH2:32][CH2:33][C:34]([O:36][CH2:37][CH3:38])=[O:35])=[O:30])=[CH:25][CH:24]=2)[C:8]2[CH:12]=[C:11]([C:13]3[CH:18]=[CH:17][CH:16]=[CH:15][CH:14]=3)[O:10][C:9]=2[CH2:19][S:20][CH3:21])[CH2:6][CH2:5][CH2:4][CH2:3][CH2:2]1.[OH:39]OS([O-])=O.[K+], predict the reaction product. The product is: [CH:1]1([CH:7]([NH:22][C:23]2[CH:24]=[CH:25][C:26]([C:29]([NH:31][CH2:32][CH2:33][C:34]([O:36][CH2:37][CH3:38])=[O:35])=[O:30])=[CH:27][CH:28]=2)[C:8]2[CH:12]=[C:11]([C:13]3[CH:14]=[CH:15][CH:16]=[CH:17][CH:18]=3)[O:10][C:9]=2[CH2:19][S:20]([CH3:21])=[O:39])[CH2:6][CH2:5][CH2:4][CH2:3][CH2:2]1. (2) Given the reactants [C:1]([O-])([O-])=O.[Na+].[Na+].CI.[Br:9][C:10]1[CH:11]=[C:12]([CH:16]=[C:17]([I:19])[CH:18]=1)[C:13]([OH:15])=[O:14].C1COCC1, predict the reaction product. The product is: [CH3:1][O:14][C:13](=[O:15])[C:12]1[CH:16]=[C:17]([I:19])[CH:18]=[C:10]([Br:9])[CH:11]=1. (3) Given the reactants [Br:1][C:2]1[CH:3]=[C:4]([C:8]2([CH:11]=O)[CH2:10][CH2:9]2)[CH:5]=[N:6][CH:7]=1.O1CCC[CH2:14]1, predict the reaction product. The product is: [Br:1][C:2]1[CH:7]=[N:6][CH:5]=[C:4]([C:8]2([CH:11]=[CH2:14])[CH2:10][CH2:9]2)[CH:3]=1.